From a dataset of Reaction yield outcomes from USPTO patents with 853,638 reactions. Predict the reaction yield, written as a fraction of the theoretical maximum amount of product (1.0 means a 100% yield; for example, 0.34 means a 34% yield). The reactants are C([O:4][C@H:5]1[CH2:9][CH2:8][N:7]([C:10]2[CH:15]=[CH:14][C:13]([C:16](=[O:25])[NH:17][C:18]3[CH:23]=[CH:22][CH:21]=[CH:20][C:19]=3[NH2:24])=[CH:12][CH:11]=2)[CH2:6]1)(=O)C.[CH3:26][C:27]([O:30][C:31](O[C:31]([O:30][C:27]([CH3:29])([CH3:28])[CH3:26])=[O:32])=[O:32])([CH3:29])[CH3:28]. The catalyst is C1COCC1.CO. The product is [OH:4][C@H:5]1[CH2:9][CH2:8][N:7]([C:10]2[CH:15]=[CH:14][C:13]([C:16]([NH:17][C:18]3[CH:23]=[CH:22][CH:21]=[CH:20][C:19]=3[NH:24][C:31](=[O:32])[O:30][C:27]([CH3:29])([CH3:28])[CH3:26])=[O:25])=[CH:12][CH:11]=2)[CH2:6]1. The yield is 0.570.